This data is from Forward reaction prediction with 1.9M reactions from USPTO patents (1976-2016). The task is: Predict the product of the given reaction. (1) Given the reactants C(OC1C=CC(S(N[CH:16]([C:20]2[CH:25]=[CH:24][C:23]([OH:26])=[CH:22][CH:21]=2)[C:17](O)=[O:18])(=O)=O)=CC=1)C#CC.C([O-])(O)=O.[Na+].C(Cl)CCl.C1C=CC2N(O)N=[N:42]C=2C=1.Cl.C(ON)(C)(C)C, predict the reaction product. The product is: [OH:26][C:23]1[CH:24]=[CH:25][C:20]([CH2:16][C:17]([NH2:42])=[O:18])=[CH:21][CH:22]=1. (2) Given the reactants [CH3:1][C:2]1[N:6]([CH2:7][CH2:8]O)[C:5]2[CH:10]=[CH:11][CH:12]=[CH:13][C:4]=2[N:3]=1.S(Cl)([Cl:16])=O, predict the reaction product. The product is: [Cl:16][CH2:8][CH2:7][N:6]1[C:5]2[CH:10]=[CH:11][CH:12]=[CH:13][C:4]=2[N:3]=[C:2]1[CH3:1]. (3) Given the reactants Cl[C:2]1[N:7]=[CH:6][N:5]=[C:4]2[NH:8][N:9]=[CH:10][C:3]=12.[NH:11]1[C:19]2[C:14](=[CH:15][C:16]([NH2:20])=[CH:17][CH:18]=2)[CH:13]=[N:12]1.C(O)C.Cl, predict the reaction product. The product is: [NH:11]1[C:19]2[C:14](=[CH:15][C:16]([NH:20][C:2]3[N:7]=[CH:6][N:5]=[C:4]4[NH:8][N:9]=[CH:10][C:3]=34)=[CH:17][CH:18]=2)[CH:13]=[N:12]1.